Dataset: Forward reaction prediction with 1.9M reactions from USPTO patents (1976-2016). Task: Predict the product of the given reaction. (1) Given the reactants [NH2:1][C:2]1[N:7]=[C:6]([CH3:8])[CH:5]=[C:4]([CH3:9])[N:3]=1.[Cl:10][CH2:11][C:12](=O)[CH2:13]Cl, predict the reaction product. The product is: [Cl:10][CH2:11][C:12]1[N:1]=[C:2]2[N:7]=[C:6]([CH3:8])[CH:5]=[C:4]([CH3:9])[N:3]2[CH:13]=1. (2) Given the reactants OC[CH2:3][C:4]1[CH:9]=[CH:8][C:7]([CH:10]2[CH2:15][CH2:14][N:13]([C:16]([O:18][C:19]([CH3:22])([CH3:21])[CH3:20])=[O:17])[CH2:12][CH:11]2[O:23][CH2:24][C:25]2[CH:34]=[CH:33][C:32]3[C:27](=[CH:28][CH:29]=[CH:30][CH:31]=3)[CH:26]=2)=[CH:6][CH:5]=1.[CH3:35][Si:36]([CH3:52])([CH3:51])[CH2:37][CH2:38][O:39][CH2:40][O:41][C:42]1[CH:50]=[CH:49][C:45]([C:46]([OH:48])=[O:47])=[CH:44][CH:43]=1.Cl.C(N=C=NCCCN(C)C)C, predict the reaction product. The product is: [CH:26]1[C:27]2[C:32](=[CH:31][CH:30]=[CH:29][CH:28]=2)[CH:33]=[CH:34][C:25]=1[CH2:24][O:23][CH:11]1[CH:10]([C:7]2[CH:6]=[CH:5][C:4]([CH2:3][O:47][C:46](=[O:48])[C:45]3[CH:49]=[CH:50][C:42]([O:41][CH2:40][O:39][CH2:38][CH2:37][Si:36]([CH3:52])([CH3:51])[CH3:35])=[CH:43][CH:44]=3)=[CH:9][CH:8]=2)[CH2:15][CH2:14][N:13]([C:16]([O:18][C:19]([CH3:22])([CH3:21])[CH3:20])=[O:17])[CH2:12]1. (3) The product is: [OH:41][C@H:31]([C:32]1[CH:37]=[CH:36][C:35]([OH:38])=[C:34]([CH2:39][OH:40])[CH:33]=1)[CH2:30][NH:8][CH2:9][CH2:10][CH2:11][CH2:12][CH2:13][CH2:14][CH2:15][O:16][CH2:17][CH2:18][CH2:19][C:20]1[CH:21]=[C:22]([S:26]([NH2:29])(=[O:28])=[O:27])[CH:23]=[CH:24][CH:25]=1. Given the reactants C([N:8]([CH2:30][C@H:31]([OH:41])[C:32]1[CH:37]=[CH:36][C:35]([OH:38])=[C:34]([CH2:39][OH:40])[CH:33]=1)[CH2:9][CH2:10][CH2:11][CH2:12][CH2:13][CH2:14][CH2:15][O:16][CH2:17][CH2:18][CH2:19][C:20]1[CH:21]=[C:22]([S:26]([NH2:29])(=[O:28])=[O:27])[CH:23]=[CH:24][CH:25]=1)C1C=CC=CC=1, predict the reaction product. (4) Given the reactants [C:1]([C:5]1[CH:9]=[C:8]([NH:10][C:11]([NH:13][C@@H:14]2[C:23]3[C:18](=[CH:19][CH:20]=[CH:21][CH:22]=3)[C@H:17]([O:24][C:25]3[CH:26]=[CH:27][C:28]4[N:29]([C:31]([N:34]5[CH2:39][CH2:38][CH2:37][CH2:36][C@@H:35]5[CH3:40])=[N:32][N:33]=4)[CH:30]=3)[CH2:16][CH2:15]2)=[O:12])[N:7]([C:41]2[CH:42]=[C:43]([CH:50]=[CH:51][CH:52]=2)[CH2:44][O:45]S(C)(=O)=O)[N:6]=1)([CH3:4])([CH3:3])[CH3:2].[CH3:53][N:54]1[CH2:59][C@@H:58]2[CH2:60][C@H:55]1[CH2:56][NH:57]2.C1C[O:64]CC1, predict the reaction product. The product is: [CH:44]([OH:45])=[O:64].[C:1]([C:5]1[CH:9]=[C:8]([NH:10][C:11]([NH:13][C@@H:14]2[C:23]3[C:18](=[CH:19][CH:20]=[CH:21][CH:22]=3)[C@H:17]([O:24][C:25]3[CH:26]=[CH:27][C:28]4[N:29]([C:31]([N:34]5[CH2:39][CH2:38][CH2:37][CH2:36][C@@H:35]5[CH3:40])=[N:32][N:33]=4)[CH:30]=3)[CH2:16][CH2:15]2)=[O:12])[N:7]([C:41]2[CH:52]=[CH:51][CH:50]=[C:43]([CH2:44][N:57]3[CH2:56][C@@H:55]4[CH2:60][C@H:58]3[CH2:59][N:54]4[CH3:53])[CH:42]=2)[N:6]=1)([CH3:3])([CH3:2])[CH3:4]. (5) Given the reactants [CH2:1]1[C:9]2[C:4](=[CH:5][CH:6]=[CH:7][CH:8]=2)[CH2:3][CH2:2]1.[CH3:10][C:11](OC(C)=O)=[O:12].[Al+3].[Cl-].[Cl-].[Cl-], predict the reaction product. The product is: [CH2:1]1[C:9]2[C:4](=[CH:5][C:6]([C:11](=[O:12])[CH3:10])=[CH:7][CH:8]=2)[CH2:3][CH2:2]1. (6) Given the reactants [NH2:1][C:2]1[CH:7]=[CH:6][C:5]([CH2:8][C:9]([NH:11][CH2:12][CH2:13][N:14]([CH3:16])[CH3:15])=[O:10])=[CH:4][CH:3]=1.CCN=C=NCCCN(C)C.CN(C1C=CC=CN=1)C.[CH:37]1[C:46]2[C:41](=[CH:42][CH:43]=[CH:44][CH:45]=2)[CH:40]=[CH:39][C:38]=1[C:47]1[N:51]=[C:50]([CH2:52][CH2:53][C:54](O)=[O:55])[O:49][N:48]=1, predict the reaction product. The product is: [CH3:16][N:14]([CH3:15])[CH2:13][CH2:12][NH:11][C:9](=[O:10])[CH2:8][C:5]1[CH:4]=[CH:3][C:2]([NH:1][C:54](=[O:55])[CH2:53][CH2:52][C:50]2[O:49][N:48]=[C:47]([C:38]3[CH:39]=[CH:40][C:41]4[C:46](=[CH:45][CH:44]=[CH:43][CH:42]=4)[CH:37]=3)[N:51]=2)=[CH:7][CH:6]=1. (7) The product is: [CH3:1][C:2]1[C:10]2[N:9]=[C:8]([C@H:11]([NH:13][C:21]3[N:29]=[CH:28][N:27]=[C:26]4[C:22]=3[N:23]=[CH:24][NH:25]4)[CH3:12])[N:7]([C:14]3[CH:19]=[CH:18][CH:17]=[CH:16][CH:15]=3)[C:6]=2[CH:5]=[CH:4][CH:3]=1. Given the reactants [CH3:1][C:2]1[C:10]2[N:9]=[C:8]([C@H:11]([NH2:13])[CH3:12])[N:7]([C:14]3[CH:19]=[CH:18][CH:17]=[CH:16][CH:15]=3)[C:6]=2[CH:5]=[CH:4][CH:3]=1.Cl[C:21]1[N:29]=[CH:28][N:27]=[C:26]2[C:22]=1[N:23]=[CH:24][NH:25]2.CCN(C(C)C)C(C)C, predict the reaction product.